Dataset: Reaction yield outcomes from USPTO patents with 853,638 reactions. Task: Predict the reaction yield, written as a fraction of the theoretical maximum amount of product (1.0 means a 100% yield; for example, 0.34 means a 34% yield). (1) The reactants are I[C:2]1[CH:11]=[CH:10][C:5]([C:6]([O:8][CH3:9])=[O:7])=[CH:4][CH:3]=1.[CH2:12]([OH:15])[C:13]#[CH:14]. The catalyst is C(NCC)C.[Pd](Cl)Cl.C1(P(C2C=CC=CC=2)C2C=CC=CC=2)C=CC=CC=1.C1(P(C2C=CC=CC=2)C2C=CC=CC=2)C=CC=CC=1. The product is [OH:15][CH2:12][C:13]#[C:14][C:2]1[CH:11]=[CH:10][C:5]([C:6]([O:8][CH3:9])=[O:7])=[CH:4][CH:3]=1. The yield is 0.830. (2) The reactants are C(O[BH-](OC(=O)C)OC(=O)C)(=O)C.[Na+].[Cl:15][C:16]1[CH:23]=[CH:22][C:19]([CH:20]=O)=[CH:18][CH:17]=1.[NH2:24][CH2:25][CH2:26][NH:27][C:28](=[O:34])[O:29][C:30]([CH3:33])([CH3:32])[CH3:31].C(O)(=O)C. The catalyst is ClC(Cl)C. The yield is 0.900. The product is [Cl:15][C:16]1[CH:23]=[CH:22][C:19]([CH2:20][NH:24][CH2:25][CH2:26][NH:27][C:28](=[O:34])[O:29][C:30]([CH3:32])([CH3:31])[CH3:33])=[CH:18][CH:17]=1. (3) The reactants are [H-].[H-].[H-].[H-].[Li+].[Al+3].[CH3:7][NH:8][C:9]([C:11]1[C:19]2[C:14](=[CH:15][CH:16]=[CH:17][CH:18]=2)[N:13]([CH3:20])[CH:12]=1)=O. The catalyst is C1COCC1. The product is [CH3:20][N:13]1[C:14]2[C:19](=[CH:18][CH:17]=[CH:16][CH:15]=2)[C:11]([CH2:9][NH:8][CH3:7])=[CH:12]1. The yield is 0.670. (4) The product is [Si:9]([O:8][CH2:7][C:5]1[N:6]=[C:2]([C:24]2([OH:27])[CH2:25][CH2:26][O:21][CH2:22][CH2:23]2)[S:3][CH:4]=1)([C:12]([CH3:15])([CH3:14])[CH3:13])([CH3:11])[CH3:10]. The catalyst is C1COCC1. The reactants are Br[C:2]1[S:3][CH:4]=[C:5]([CH2:7][O:8][Si:9]([C:12]([CH3:15])([CH3:14])[CH3:13])([CH3:11])[CH3:10])[N:6]=1.C([Li])CCC.[O:21]1[CH2:26][CH2:25][C:24](=[O:27])[CH2:23][CH2:22]1.CC(C)=O.CCCCCC. The yield is 0.820. (5) The reactants are CCN(C(C)C)C(C)C.[CH:10]1([CH2:13]Br)[CH2:12][CH2:11]1.Cl.[Cl:16][C:17]1[C:18]([F:48])=[C:19]([NH:23][C:24]2[C:33]3[C:28](=[CH:29][C:30]([O:46][CH3:47])=[C:31]([CH2:34][N:35]([CH3:45])[C:36]4([C:42]([NH2:44])=[O:43])[CH2:41][CH2:40][NH:39][CH2:38][CH2:37]4)[CH:32]=3)[N:27]=[CH:26][N:25]=2)[CH:20]=[CH:21][CH:22]=1. The catalyst is CN(C)C=O. The product is [Cl:16][C:17]1[C:18]([F:48])=[C:19]([NH:23][C:24]2[C:33]3[C:28](=[CH:29][C:30]([O:46][CH3:47])=[C:31]([CH2:34][N:35]([CH3:45])[C:36]4([C:42]([NH2:44])=[O:43])[CH2:41][CH2:40][N:39]([CH2:13][CH:10]5[CH2:12][CH2:11]5)[CH2:38][CH2:37]4)[CH:32]=3)[N:27]=[CH:26][N:25]=2)[CH:20]=[CH:21][CH:22]=1. The yield is 0.278. (6) The reactants are [I:1][C:2]1[C:3]([C:12]([OH:14])=[O:13])=[CH:4][C:5]2[C:10]([CH:11]=1)=[CH:9][CH:8]=[CH:7][CH:6]=2.OS(O)(=O)=O.[C:20]([O-])(O)=O.[Na+]. The catalyst is CO. The product is [I:1][C:2]1[C:3]([C:12]([O:14][CH3:20])=[O:13])=[CH:4][C:5]2[C:10]([CH:11]=1)=[CH:9][CH:8]=[CH:7][CH:6]=2. The yield is 0.690. (7) The reactants are [F:1][C:2]1[CH:11]=[C:10]([C:12]2[N:17]=[C:16]3[N:18]([CH2:21][C:22]4[CH:23]=[C:24]5[C:29](=[CH:30][CH:31]=4)[N:28]=[CH:27][CH:26]=[CH:25]5)[N:19]=[N:20][C:15]3=[CH:14][CH:13]=2)[CH:9]=[CH:8][C:3]=1[C:4](OC)=[O:5].CC(C[AlH]CC(C)C)C. The catalyst is C1COCC1. The product is [F:1][C:2]1[CH:11]=[C:10]([C:12]2[N:17]=[C:16]3[N:18]([CH2:21][C:22]4[CH:23]=[C:24]5[C:29](=[CH:30][CH:31]=4)[N:28]=[CH:27][CH:26]=[CH:25]5)[N:19]=[N:20][C:15]3=[CH:14][CH:13]=2)[CH:9]=[CH:8][C:3]=1[CH2:4][OH:5]. The yield is 0.250. (8) The reactants are [Br:1][C:2]1[CH:3]=[C:4]2[C:8](=[CH:9][CH:10]=1)[NH:7][C:6](=[O:11])[CH2:5]2.[CH2:12]([N:14]([CH2:29][CH3:30])[CH2:15][CH2:16][O:17][C:18]1[CH:19]=[C:20]2[C:24](=[CH:25][CH:26]=1)[NH:23][C:22]([CH:27]=O)=[CH:21]2)[CH3:13].N1CCCCC1. The catalyst is C(O)C. The product is [Br:1][C:2]1[CH:3]=[C:4]2[C:8](=[CH:9][CH:10]=1)[NH:7][C:6](=[O:11])[C:5]2=[CH:27][C:22]1[NH:23][C:24]2[C:20]([CH:21]=1)=[CH:19][C:18]([O:17][CH2:16][CH2:15][N:14]([CH2:12][CH3:13])[CH2:29][CH3:30])=[CH:26][CH:25]=2. The yield is 0.660.